This data is from Full USPTO retrosynthesis dataset with 1.9M reactions from patents (1976-2016). The task is: Predict the reactants needed to synthesize the given product. (1) Given the product [CH:1]1([C:7]2[C:12]3[O:13][C:14]4[C:19]([I:25])=[CH:18][CH:17]=[CH:16][C:15]=4[C:11]=3[CH:10]=[CH:9][CH:8]=2)[CH2:2][CH2:3][CH2:4][CH2:5][CH2:6]1, predict the reactants needed to synthesize it. The reactants are: [CH:1]1([C:7]2[C:12]3[O:13][C:14]4[CH:19]=[CH:18][CH:17]=[CH:16][C:15]=4[C:11]=3[CH:10]=[CH:9][CH:8]=2)[CH2:6][CH2:5][CH2:4][CH2:3][CH2:2]1.[Li]CCCC.[I:25]I. (2) Given the product [CH:1]1([N:4]2[C:9](=[O:10])[C:8]3=[C:11]([NH:18][C:19]4[CH:24]=[CH:23][C:22]([C:25]#[CH:26])=[CH:21][C:20]=4[F:31])[N:12]([CH3:17])[C:13](=[O:16])[C:14]([CH3:15])=[C:7]3[N:6]([C:32]3[CH:33]=[C:34]([NH:38][C:39](=[O:41])[CH3:40])[CH:35]=[CH:36][CH:37]=3)[C:5]2=[O:42])[CH2:2][CH2:3]1, predict the reactants needed to synthesize it. The reactants are: [CH:1]1([N:4]2[C:9](=[O:10])[C:8]3=[C:11]([NH:18][C:19]4[CH:24]=[CH:23][C:22]([C:25]#[C:26][Si](C)(C)C)=[CH:21][C:20]=4[F:31])[N:12]([CH3:17])[C:13](=[O:16])[C:14]([CH3:15])=[C:7]3[N:6]([C:32]3[CH:33]=[C:34]([NH:38][C:39](=[O:41])[CH3:40])[CH:35]=[CH:36][CH:37]=3)[C:5]2=[O:42])[CH2:3][CH2:2]1.C(=O)([O-])[O-].[K+].[K+].CO.CN(C)C=O.Cl. (3) The reactants are: Cl.Cl.[F:3][C:4]1[CH:10]=[C:9]([N:11]2[CH:15]=[CH:14][CH:13]=[N:12]2)[CH:8]=[CH:7][C:5]=1[NH2:6].[N:16]([O-])=O.[Na+].[CH3:20][O:21][CH2:22][C:23](=[O:36])[CH2:24][C:25]1[N:29]([C:30]2[CH:35]=[CH:34][CH:33]=[CH:32][CH:31]=2)[N:28]=[CH:27][CH:26]=1.C([O-])(=O)C.[Na+]. Given the product [F:3][C:4]1[CH:10]=[C:9]([N:11]2[CH:15]=[CH:14][CH:13]=[N:12]2)[CH:8]=[CH:7][C:5]=1[NH:6][N:16]=[C:24]([C:25]1[N:29]([C:30]2[CH:31]=[CH:32][CH:33]=[CH:34][CH:35]=2)[N:28]=[CH:27][CH:26]=1)[C:23](=[O:36])[CH2:22][O:21][CH3:20], predict the reactants needed to synthesize it. (4) The reactants are: [NH2:1][C:2]1[C:7]([O:8][C:9]2[CH:10]=[C:11]([CH:17]=[CH:18][C:19]=2[Cl:20])[C:12]([O:14][CH2:15][CH3:16])=[O:13])=[CH:6][C:5]([Br:21])=[CH:4][N:3]=1.[C:22]([N:30]=[C:31]=[S:32])(=[O:29])[C:23]1[CH:28]=[CH:27][CH:26]=[CH:25][CH:24]=1. Given the product [C:22]([NH:30][C:31](=[S:32])[NH:1][C:2]1[C:7]([O:8][C:9]2[CH:10]=[C:11]([CH:17]=[CH:18][C:19]=2[Cl:20])[C:12]([O:14][CH2:15][CH3:16])=[O:13])=[CH:6][C:5]([Br:21])=[CH:4][N:3]=1)(=[O:29])[C:23]1[CH:28]=[CH:27][CH:26]=[CH:25][CH:24]=1, predict the reactants needed to synthesize it. (5) The reactants are: [Cl:1][C:2]1[CH:7]=[C:6]([Cl:8])[CH:5]=[CH:4][C:3]=1[CH2:9][CH2:10][NH:11][C:12]1[N:17]=[C:16]([O:18][CH3:19])[N:15]=[C:14]([C:20]2[CH:21]=[C:22]([CH:26]=[CH:27][CH:28]=2)[C:23]([OH:25])=[O:24])[CH:13]=1.O[CH2:30][CH2:31][N:32]1[CH2:37][CH2:36][O:35][CH2:34][CH2:33]1.C1(N=C=NC2CCCCC2)CCCCC1. Given the product [N:32]1([CH2:31][CH2:30][O:24][C:23](=[O:25])[C:22]2[CH:26]=[CH:27][CH:28]=[C:20]([C:14]3[CH:13]=[C:12]([NH:11][CH2:10][CH2:9][C:3]4[CH:4]=[CH:5][C:6]([Cl:8])=[CH:7][C:2]=4[Cl:1])[N:17]=[C:16]([O:18][CH3:19])[N:15]=3)[CH:21]=2)[CH2:37][CH2:36][O:35][CH2:34][CH2:33]1, predict the reactants needed to synthesize it. (6) Given the product [OH:1][C@H:2]1[C@H:7]([CH3:8])[CH2:6][CH2:5][C@@H:4]([NH:9][C:10]2[C:15]([C:16]#[N:17])=[CH:14][N:13]=[C:12]([NH:25][CH:23]([CH3:24])[CH3:22])[N:11]=2)[CH2:3]1, predict the reactants needed to synthesize it. The reactants are: [OH:1][C@H:2]1[C@H:7]([CH3:8])[CH2:6][CH2:5][C@@H:4]([NH:9][C:10]2[C:15]([C:16]#[N:17])=[CH:14][N:13]=[C:12](S(C)(=O)=O)[N:11]=2)[CH2:3]1.[CH3:22][CH:23]([NH2:25])[CH3:24].CCN(C(C)C)C(C)C. (7) The reactants are: [Cl:1][C:2]1[CH:7]=[C:6]([Cl:8])[CH:5]=[CH:4][C:3]=1[C:9]1[N:10]([C:25]2[CH:30]=[CH:29][C:28]([OH:31])=[CH:27][CH:26]=2)[C:11]([CH3:24])=[C:12]([C:14]([NH:16][C:17]2[CH:18]=[N:19][C:20]([F:23])=[CH:21][CH:22]=2)=[O:15])[N:13]=1.[F:32][C:33]([F:41])([F:40])[CH2:34][CH2:35][S:36](Cl)(=[O:38])=[O:37]. Given the product [F:32][C:33]([F:41])([F:40])[CH2:34][CH2:35][S:36]([O:31][C:28]1[CH:27]=[CH:26][C:25]([N:10]2[C:11]([CH3:24])=[C:12]([C:14]([NH:16][C:17]3[CH:18]=[N:19][C:20]([F:23])=[CH:21][CH:22]=3)=[O:15])[N:13]=[C:9]2[C:3]2[CH:4]=[CH:5][C:6]([Cl:8])=[CH:7][C:2]=2[Cl:1])=[CH:30][CH:29]=1)(=[O:38])=[O:37], predict the reactants needed to synthesize it. (8) Given the product [NH2:8][C:9]1[C:10]([NH:20][C:21]([C:23]2[CH:43]=[CH:42][C:26]([CH2:27][NH:28][C:29](=[O:41])[O:30][C:31]3[CH:40]=[CH:39][C:38]4[C:33](=[CH:34][CH:35]=[CH:36][CH:37]=4)[CH:32]=3)=[CH:25][CH:24]=2)=[O:22])=[N:11][N:12]([C:14]2[CH:19]=[CH:18][CH:17]=[CH:16][CH:15]=2)[CH:13]=1, predict the reactants needed to synthesize it. The reactants are: C(OC([NH:8][C:9]1[C:10]([NH:20][C:21]([C:23]2[CH:43]=[CH:42][C:26]([CH2:27][NH:28][C:29](=[O:41])[O:30][C:31]3[CH:40]=[CH:39][C:38]4[C:33](=[CH:34][CH:35]=[CH:36][CH:37]=4)[CH:32]=3)=[CH:25][CH:24]=2)=[O:22])=[N:11][N:12]([C:14]2[CH:19]=[CH:18][CH:17]=[CH:16][CH:15]=2)[CH:13]=1)=O)(C)(C)C.Cl. (9) Given the product [F:1][C:2]1[CH:3]=[CH:4][C:5]2[O:10][CH2:9][CH2:8][NH:7][C:6]=2[CH:12]=1, predict the reactants needed to synthesize it. The reactants are: [F:1][C:2]1[CH:3]=[CH:4][C:5]2[O:10][CH2:9][C:8](=O)[NH:7][C:6]=2[CH:12]=1.B.O1CCCC1.Cl.[OH-].[Na+].C(=O)([O-])O.[Na+].